Dataset: Forward reaction prediction with 1.9M reactions from USPTO patents (1976-2016). Task: Predict the product of the given reaction. (1) The product is: [Cl:1][C:2]1[C:7]([C:8]#[N:9])=[C:6]([CH2:10][O:11][CH3:12])[N:5]=[C:4]([NH:25][C:23]([NH:22][C@@H:20]([C:14]2[CH:19]=[CH:18][CH:17]=[CH:16][CH:15]=2)[CH3:21])=[O:24])[CH:3]=1. Given the reactants [Cl:1][C:2]1[C:7]([C:8]#[N:9])=[C:6]([CH2:10][O:11][CH3:12])[N:5]=[C:4](Cl)[CH:3]=1.[C:14]1([C@H:20]([NH:22][C:23]([NH2:25])=[O:24])[CH3:21])[CH:19]=[CH:18][CH:17]=[CH:16][CH:15]=1.CC1(C)C2C(=C(P(C3C=CC=CC=3)C3C=CC=CC=3)C=CC=2)OC2C(P(C3C=CC=CC=3)C3C=CC=CC=3)=CC=CC1=2.C(N(CC)CC)C, predict the reaction product. (2) Given the reactants [Cl:1][C:2]1[C:3]([NH:19][C:20]([C:22]2[C:23](=[O:35])[N:24]([C:29]3[CH:34]=[CH:33][CH:32]=[CH:31][CH:30]=3)[N:25]([CH3:28])[C:26]=2[CH3:27])=[O:21])=[CH:4][C:5]([F:18])=[C:6]([CH:17]=1)[O:7][C:8]1[CH:13]=[CH:12][N:11]=[C:10](C(N)=O)[CH:9]=1.C(OI(C1C=CC=CC=1)OC(=O)C)(=O)C.CC#[N:53], predict the reaction product. The product is: [NH2:53][C:10]1[CH:9]=[C:8]([O:7][C:6]2[C:5]([F:18])=[CH:4][C:3]([NH:19][C:20]([C:22]3[C:23](=[O:35])[N:24]([C:29]4[CH:34]=[CH:33][CH:32]=[CH:31][CH:30]=4)[N:25]([CH3:28])[C:26]=3[CH3:27])=[O:21])=[C:2]([Cl:1])[CH:17]=2)[CH:13]=[CH:12][N:11]=1. (3) Given the reactants [Br:1][C:2]1[CH:7]=[CH:6][C:5]([CH2:8]Br)=[CH:4][CH:3]=1.[Mg].[CH3:11][C:12](=[C:14]([C:20]([O:22][CH2:23][CH3:24])=[O:21])[C:15]([O:17][CH2:18][CH3:19])=[O:16])[CH3:13], predict the reaction product. The product is: [Br:1][C:2]1[CH:7]=[CH:6][C:5]([CH2:8][C:12]([CH:14]([C:20]([O:22][CH2:23][CH3:24])=[O:21])[C:15]([O:17][CH2:18][CH3:19])=[O:16])([CH3:11])[CH3:13])=[CH:4][CH:3]=1. (4) Given the reactants [CH3:1][O:2][C:3](=[O:23])[CH:4]([NH:8][S:9]([C:12]1[CH:17]=[CH:16][C:15]([O:18][CH2:19][C:20]#[C:21][CH3:22])=[CH:14][CH:13]=1)(=[O:11])=[O:10])[CH:5]([CH3:7])[CH3:6].[CH2:24](Br)[C:25]#[CH:26], predict the reaction product. The product is: [CH2:19]([O:18][C:15]1[CH:14]=[CH:13][C:12]([S:9]([N:8]([CH2:26][C:25]#[CH:24])[CH:4]([CH:5]([CH3:7])[CH3:6])[C:3]([O:2][CH3:1])=[O:23])(=[O:11])=[O:10])=[CH:17][CH:16]=1)[C:20]#[C:21][CH3:22]. (5) Given the reactants [Cl:1][C:2]1[CH:3]=[CH:4][C:5]2[CH:9]=[C:8]([S:10]([N:13]3[CH2:18][CH2:17][N:16]([CH2:19][CH:20]4[CH2:25][CH2:24][NH:23][CH2:22][CH2:21]4)[C:15](=[O:26])[CH2:14]3)(=[O:12])=[O:11])[S:7][C:6]=2[CH:27]=1.Cl[CH2:29][C:30]([NH2:32])=[O:31].C(N(C(C)C)CC)(C)C, predict the reaction product. The product is: [Cl:1][C:2]1[CH:3]=[CH:4][C:5]2[CH:9]=[C:8]([S:10]([N:13]3[CH2:18][CH2:17][N:16]([CH2:19][CH:20]4[CH2:21][CH2:22][N:23]([CH2:29][C:30]([NH2:32])=[O:31])[CH2:24][CH2:25]4)[C:15](=[O:26])[CH2:14]3)(=[O:12])=[O:11])[S:7][C:6]=2[CH:27]=1. (6) Given the reactants [N:1]([CH2:4][C:5]1[CH:6]=[N:7][N:8]([C:11]([CH3:14])([CH3:13])[CH3:12])[C:9]=1[CH3:10])=[N+]=[N-].C(N1C(C)=C(C(OCC)=O)C=N1)(C)(C)C, predict the reaction product. The product is: [C:11]([N:8]1[C:9]([CH3:10])=[C:5]([CH2:4][NH2:1])[CH:6]=[N:7]1)([CH3:14])([CH3:13])[CH3:12]. (7) Given the reactants CCN(C(C)C)C(C)C.[CH2:10]([O:17][N:18]1[C:24](=[O:25])[N:23]2[CH2:26][C@H:19]1[CH2:20][CH2:21][C@H:22]2[C:27]([OH:29])=O)[C:11]1[CH:16]=[CH:15][CH:14]=[CH:13][CH:12]=1.[NH:30]([C:32]([N:34]1[CH2:39][CH2:38][N:37]([C:40]([O:42][C:43]([CH3:46])([CH3:45])[CH3:44])=[O:41])[CH2:36][CH2:35]1)=[O:33])[NH2:31].CN(C(ON1N=NC2C=CC=NC1=2)=[N+](C)C)C.F[P-](F)(F)(F)(F)F, predict the reaction product. The product is: [CH2:10]([O:17][N:18]1[C:24](=[O:25])[N:23]2[CH2:26][C@H:19]1[CH2:20][CH2:21][C@H:22]2[C:27]([NH:31][NH:30][C:32]([N:34]1[CH2:35][CH2:36][N:37]([C:40]([O:42][C:43]([CH3:46])([CH3:45])[CH3:44])=[O:41])[CH2:38][CH2:39]1)=[O:33])=[O:29])[C:11]1[CH:12]=[CH:13][CH:14]=[CH:15][CH:16]=1.